Predict the reactants needed to synthesize the given product. From a dataset of Full USPTO retrosynthesis dataset with 1.9M reactions from patents (1976-2016). (1) Given the product [C:35]1([CH3:36])[CH:37]=[CH:38][C:32]([S:29]([OH:9])(=[O:31])=[O:30])=[CH:33][CH:34]=1, predict the reactants needed to synthesize it. The reactants are: ClC1C=CC([C@H]2[C@H](O)[C@@H](O)[C@H](O)[C@@H](CO)[O:9]2)=CC=1CC1C=CC(OCC)=CC=1.[S:29](Cl)([C:32]1[CH:38]=[CH:37][C:35]([CH3:36])=[CH:34][CH:33]=1)(=[O:31])=[O:30]. (2) The reactants are: [NH:1]1[C:9]2[C:4](=[CH:5][C:6]([C:10]([O:12][CH3:13])=[O:11])=[CH:7][CH:8]=2)[CH:3]=[CH:2]1.Br[CH2:15][C:16]1[CH:21]=[CH:20][C:19]([Br:22])=[CH:18][CH:17]=1.[H-].[Na+].CO. Given the product [Br:22][C:19]1[CH:20]=[CH:21][C:16]([CH2:15][N:1]2[C:9]3[C:4](=[CH:5][C:6]([C:10]([O:12][CH3:13])=[O:11])=[CH:7][CH:8]=3)[CH:3]=[CH:2]2)=[CH:17][CH:18]=1, predict the reactants needed to synthesize it.